Dataset: Full USPTO retrosynthesis dataset with 1.9M reactions from patents (1976-2016). Task: Predict the reactants needed to synthesize the given product. (1) Given the product [F:21][C:14]1[CH:15]=[C:16]([O:19][CH3:20])[CH:17]=[CH:18][C:13]=1[CH:10]([O:11][CH3:12])[C:9]([NH:8][CH2:7][C:6]1[CH:5]=[CH:4][C:3]([C:1](=[NH:2])[NH:26][OH:27])=[CH:24][CH:23]=1)=[O:22], predict the reactants needed to synthesize it. The reactants are: [C:1]([C:3]1[CH:24]=[CH:23][C:6]([CH2:7][NH:8][C:9](=[O:22])[CH:10]([C:13]2[CH:18]=[CH:17][C:16]([O:19][CH3:20])=[CH:15][C:14]=2[F:21])[O:11][CH3:12])=[CH:5][CH:4]=1)#[N:2].Cl.[NH2:26][OH:27].C(N(CC)CC)C. (2) Given the product [F:36][C:15]([F:37])([O:16][C:17]1[CH:22]=[CH:21][C:20]([C:23]2[CH:28]=[C:27]([F:29])[C:26]([C:30]([F:33])([F:32])[F:31])=[C:25]([F:34])[CH:24]=2)=[C:19]([F:35])[CH:18]=1)[C:11]1[C:12]([F:14])=[CH:13][C:8]([CH:39]=[O:40])=[CH:9][C:10]=1[F:38], predict the reactants needed to synthesize it. The reactants are: [Mg].C([Mg]Cl)(C)C.Br[C:8]1[CH:13]=[C:12]([F:14])[C:11]([C:15]([F:37])([F:36])[O:16][C:17]2[CH:22]=[CH:21][C:20]([C:23]3[CH:28]=[C:27]([F:29])[C:26]([C:30]([F:33])([F:32])[F:31])=[C:25]([F:34])[CH:24]=3)=[C:19]([F:35])[CH:18]=2)=[C:10]([F:38])[CH:9]=1.[CH:39](N1CCCCC1)=[O:40].[Cl-].[NH4+].